This data is from Experimentally validated miRNA-target interactions with 360,000+ pairs, plus equal number of negative samples. The task is: Binary Classification. Given a miRNA mature sequence and a target amino acid sequence, predict their likelihood of interaction. The miRNA is hsa-miR-6859-5p with sequence GAGAGGAACAUGGGCUCAGGACA. The protein sequence of the target gene is MKNHLLFWGVLAVFIKAVHVKAQEDERIVLVDNKCKCARITSRIIRSSEDPNEDIVERNIRIIVPLNNRENISDPTSPLRTRFVYHLSDLCKKCDPTEVELDNQIVTATQSNICDEDSATETCYTYDRNKCYTAVVPLVYGGETKMVETALTPDACYPD. Result: 0 (no interaction).